From a dataset of Forward reaction prediction with 1.9M reactions from USPTO patents (1976-2016). Predict the product of the given reaction. (1) Given the reactants C1([C@@]2(CO)CCCN2C2C=CC=CC=2)C=CC=CC=1.B([O-])([O-])[O-].C1COCC1.CS(C)=O.[C:33]([C:41]1[CH:42]=[N:43][CH:44]=[CH:45][CH:46]=1)(=[O:40])[C:34]1[CH:39]=[CH:38][CH:37]=[CH:36][CH:35]=1, predict the reaction product. The product is: [C:34]1([CH:33]([C:41]2[CH:42]=[N:43][CH:44]=[CH:45][CH:46]=2)[OH:40])[CH:35]=[CH:36][CH:37]=[CH:38][CH:39]=1. (2) Given the reactants [CH3:1][N:2]([C:4]([N:6]=[C:7]([NH2:9])[NH2:8])=[NH:5])[CH3:3].Cl.[C:11]([OH:14])(=[O:13])[CH3:12].[OH-].[K+], predict the reaction product. The product is: [CH3:1][N:2]([C:4]([NH:6][C:7]([NH2:9])=[NH:8])=[NH:5])[CH3:3].[C:11]([O-:14])(=[O:13])[CH3:12]. (3) Given the reactants [CH3:1][C:2]([O:5][C:6]([N:8]1[CH2:15][C@@H:14]([F:16])[CH2:13][C@H:9]1[C:10]([OH:12])=O)=[O:7])([CH3:4])[CH3:3].CN(C(ON1N=NC2C=CC=NC1=2)=[N+](C)C)C.F[P-](F)(F)(F)(F)F.CCN(C(C)C)C(C)C.FC(F)(F)C(O)=O.[NH2:57][C@@H:58]([CH2:65][CH3:66])/[CH:59]=[CH:60]/[C:61]([O:63][CH3:64])=[O:62], predict the reaction product. The product is: [CH2:65]([C@H:58]([NH:57][C:10]([C@@H:9]1[CH2:13][C@H:14]([F:16])[CH2:15][N:8]1[C:6]([O:5][C:2]([CH3:1])([CH3:3])[CH3:4])=[O:7])=[O:12])/[CH:59]=[CH:60]/[C:61]([O:63][CH3:64])=[O:62])[CH3:66]. (4) The product is: [C:2]([C:3]1[S:14][C:15](=[NH:16])[N:12]([CH2:11][CH2:10][CH:9]([CH3:13])[CH3:8])[CH:4]=1)([CH3:7])([CH3:6])[CH3:1]. Given the reactants [CH3:1][C:2]([CH3:7])([CH3:6])[CH2:3][CH:4]=O.[CH3:8][CH:9]([CH3:13])[CH2:10][CH2:11][NH2:12].[S-:14][C:15]#[N:16].[K+].II, predict the reaction product.